This data is from NCI-60 drug combinations with 297,098 pairs across 59 cell lines. The task is: Regression. Given two drug SMILES strings and cell line genomic features, predict the synergy score measuring deviation from expected non-interaction effect. (1) Synergy scores: CSS=3.95, Synergy_ZIP=-1.58, Synergy_Bliss=-0.534, Synergy_Loewe=-7.25, Synergy_HSA=-1.18. Drug 1: CC1CCC2CC(C(=CC=CC=CC(CC(C(=O)C(C(C(=CC(C(=O)CC(OC(=O)C3CCCCN3C(=O)C(=O)C1(O2)O)C(C)CC4CCC(C(C4)OC)O)C)C)O)OC)C)C)C)OC. Cell line: NCI/ADR-RES. Drug 2: CC12CCC3C(C1CCC2O)C(CC4=C3C=CC(=C4)O)CCCCCCCCCS(=O)CCCC(C(F)(F)F)(F)F. (2) Drug 1: CC(CN1CC(=O)NC(=O)C1)N2CC(=O)NC(=O)C2. Drug 2: CC1C(C(CC(O1)OC2CC(CC3=C2C(=C4C(=C3O)C(=O)C5=C(C4=O)C(=CC=C5)OC)O)(C(=O)CO)O)N)O.Cl. Cell line: SK-MEL-5. Synergy scores: CSS=54.4, Synergy_ZIP=0.322, Synergy_Bliss=2.84, Synergy_Loewe=-7.52, Synergy_HSA=4.11. (3) Drug 1: C1=NC2=C(N=C(N=C2N1C3C(C(C(O3)CO)O)O)F)N. Drug 2: CCN(CC)CCNC(=O)C1=C(NC(=C1C)C=C2C3=C(C=CC(=C3)F)NC2=O)C. Cell line: SF-268. Synergy scores: CSS=0.208, Synergy_ZIP=-3.47, Synergy_Bliss=-5.85, Synergy_Loewe=-4.80, Synergy_HSA=-4.54. (4) Drug 1: C1=C(C(=O)NC(=O)N1)N(CCCl)CCCl. Drug 2: C1=NC2=C(N=C(N=C2N1C3C(C(C(O3)CO)O)O)F)N. Cell line: SK-OV-3. Synergy scores: CSS=11.6, Synergy_ZIP=-6.20, Synergy_Bliss=-5.13, Synergy_Loewe=-9.90, Synergy_HSA=-5.86. (5) Drug 2: C1CC(C1)(C(=O)O)C(=O)O.[NH2-].[NH2-].[Pt+2]. Synergy scores: CSS=21.0, Synergy_ZIP=1.65, Synergy_Bliss=3.51, Synergy_Loewe=-27.5, Synergy_HSA=-0.698. Cell line: SF-268. Drug 1: CN(C)C1=NC(=NC(=N1)N(C)C)N(C)C.